Dataset: NCI-60 drug combinations with 297,098 pairs across 59 cell lines. Task: Regression. Given two drug SMILES strings and cell line genomic features, predict the synergy score measuring deviation from expected non-interaction effect. (1) Drug 1: C1CN1C2=NC(=NC(=N2)N3CC3)N4CC4. Drug 2: COC1=C(C=C2C(=C1)N=CN=C2NC3=CC(=C(C=C3)F)Cl)OCCCN4CCOCC4. Cell line: SN12C. Synergy scores: CSS=51.1, Synergy_ZIP=2.36, Synergy_Bliss=3.69, Synergy_Loewe=-4.41, Synergy_HSA=6.13. (2) Drug 1: CS(=O)(=O)CCNCC1=CC=C(O1)C2=CC3=C(C=C2)N=CN=C3NC4=CC(=C(C=C4)OCC5=CC(=CC=C5)F)Cl. Drug 2: C(CN)CNCCSP(=O)(O)O. Cell line: ACHN. Synergy scores: CSS=12.4, Synergy_ZIP=-4.56, Synergy_Bliss=1.73, Synergy_Loewe=-23.5, Synergy_HSA=-1.44. (3) Drug 1: C1CCC(C1)C(CC#N)N2C=C(C=N2)C3=C4C=CNC4=NC=N3. Drug 2: CC1=C(N=C(N=C1N)C(CC(=O)N)NCC(C(=O)N)N)C(=O)NC(C(C2=CN=CN2)OC3C(C(C(C(O3)CO)O)O)OC4C(C(C(C(O4)CO)O)OC(=O)N)O)C(=O)NC(C)C(C(C)C(=O)NC(C(C)O)C(=O)NCCC5=NC(=CS5)C6=NC(=CS6)C(=O)NCCC[S+](C)C)O. Cell line: A549. Synergy scores: CSS=7.79, Synergy_ZIP=-8.71, Synergy_Bliss=-10.9, Synergy_Loewe=-9.96, Synergy_HSA=-8.73. (4) Drug 1: CNC(=O)C1=CC=CC=C1SC2=CC3=C(C=C2)C(=NN3)C=CC4=CC=CC=N4. Drug 2: C(CC(=O)O)C(=O)CN.Cl. Cell line: A498. Synergy scores: CSS=4.13, Synergy_ZIP=-3.00, Synergy_Bliss=-2.98, Synergy_Loewe=-4.57, Synergy_HSA=-2.53. (5) Drug 2: CC1=C(C(CCC1)(C)C)C=CC(=CC=CC(=CC(=O)O)C)C. Synergy scores: CSS=16.5, Synergy_ZIP=-8.26, Synergy_Bliss=0.914, Synergy_Loewe=2.58, Synergy_HSA=2.75. Cell line: LOX IMVI. Drug 1: C1=CC(=CC=C1CC(C(=O)O)N)N(CCCl)CCCl.Cl. (6) Drug 1: C1=NNC2=C1C(=O)NC=N2. Drug 2: C(CCl)NC(=O)N(CCCl)N=O. Cell line: RPMI-8226. Synergy scores: CSS=4.03, Synergy_ZIP=-5.68, Synergy_Bliss=-8.62, Synergy_Loewe=-5.51, Synergy_HSA=-6.62.